This data is from NCI-60 drug combinations with 297,098 pairs across 59 cell lines. The task is: Regression. Given two drug SMILES strings and cell line genomic features, predict the synergy score measuring deviation from expected non-interaction effect. (1) Drug 1: C1=CC(=CC=C1CCCC(=O)O)N(CCCl)CCCl. Drug 2: CC1=C(N=C(N=C1N)C(CC(=O)N)NCC(C(=O)N)N)C(=O)NC(C(C2=CN=CN2)OC3C(C(C(C(O3)CO)O)O)OC4C(C(C(C(O4)CO)O)OC(=O)N)O)C(=O)NC(C)C(C(C)C(=O)NC(C(C)O)C(=O)NCCC5=NC(=CS5)C6=NC(=CS6)C(=O)NCCC[S+](C)C)O. Cell line: U251. Synergy scores: CSS=43.9, Synergy_ZIP=-2.04, Synergy_Bliss=0.259, Synergy_Loewe=1.76, Synergy_HSA=2.06. (2) Drug 1: C1CC(=O)NC(=O)C1N2CC3=C(C2=O)C=CC=C3N. Drug 2: C1CCC(C(C1)N)N.C(=O)(C(=O)[O-])[O-].[Pt+4]. Cell line: SF-295. Synergy scores: CSS=11.6, Synergy_ZIP=-6.56, Synergy_Bliss=-5.59, Synergy_Loewe=-5.86, Synergy_HSA=-1.06. (3) Drug 2: C1CC(=O)NC(=O)C1N2C(=O)C3=CC=CC=C3C2=O. Cell line: HCT116. Drug 1: CC1CCC2CC(C(=CC=CC=CC(CC(C(=O)C(C(C(=CC(C(=O)CC(OC(=O)C3CCCCN3C(=O)C(=O)C1(O2)O)C(C)CC4CCC(C(C4)OC)OCCO)C)C)O)OC)C)C)C)OC. Synergy scores: CSS=0.294, Synergy_ZIP=-1.74, Synergy_Bliss=1.31, Synergy_Loewe=-12.5, Synergy_HSA=-2.90. (4) Drug 1: CC12CCC(CC1=CCC3C2CCC4(C3CC=C4C5=CN=CC=C5)C)O. Drug 2: CC1=C(C(CCC1)(C)C)C=CC(=CC=CC(=CC(=O)O)C)C. Cell line: SW-620. Synergy scores: CSS=-2.69, Synergy_ZIP=1.56, Synergy_Bliss=-2.60, Synergy_Loewe=-7.36, Synergy_HSA=-7.16. (5) Drug 1: CC1C(C(CC(O1)OC2CC(CC3=C2C(=C4C(=C3O)C(=O)C5=C(C4=O)C(=CC=C5)OC)O)(C(=O)C)O)N)O.Cl. Drug 2: C1CN(P(=O)(OC1)NCCCl)CCCl. Cell line: OVCAR3. Synergy scores: CSS=8.41, Synergy_ZIP=-1.67, Synergy_Bliss=-0.855, Synergy_Loewe=-28.7, Synergy_HSA=-2.20. (6) Drug 1: CS(=O)(=O)OCCCCOS(=O)(=O)C. Drug 2: C(CN)CNCCSP(=O)(O)O. Cell line: SR. Synergy scores: CSS=40.6, Synergy_ZIP=0.680, Synergy_Bliss=-4.26, Synergy_Loewe=-30.1, Synergy_HSA=-4.36. (7) Drug 1: COC1=NC(=NC2=C1N=CN2C3C(C(C(O3)CO)O)O)N. Drug 2: C1=CC=C(C(=C1)C(C2=CC=C(C=C2)Cl)C(Cl)Cl)Cl. Cell line: EKVX. Synergy scores: CSS=9.73, Synergy_ZIP=-0.975, Synergy_Bliss=1.44, Synergy_Loewe=-0.914, Synergy_HSA=1.34.